This data is from Reaction yield outcomes from USPTO patents with 853,638 reactions. The task is: Predict the reaction yield, written as a fraction of the theoretical maximum amount of product (1.0 means a 100% yield; for example, 0.34 means a 34% yield). The reactants are Br[C:2]1[CH:19]=[CH:18][C:5]([O:6][C:7]2[C:8]3[CH:15]=[CH:14][C:13]([O:16][CH3:17])=[CH:12][C:9]=3[S:10][CH:11]=2)=[CH:4][CH:3]=1.[C:20]([O:24][C:25]([CH3:28])([CH3:27])[CH3:26])(=[O:23])[CH:21]=[CH2:22].C(N(CC)CC)C. The catalyst is CN(C=O)C.C(Cl)Cl.O.Cl[Pd](Cl)([P](C1C=CC=CC=1)(C1C=CC=CC=1)C1C=CC=CC=1)[P](C1C=CC=CC=1)(C1C=CC=CC=1)C1C=CC=CC=1. The product is [CH3:17][O:16][C:13]1[CH:14]=[CH:15][C:8]2[C:7]([O:6][C:5]3[CH:18]=[CH:19][C:2](/[CH:22]=[CH:21]/[C:20]([O:24][C:25]([CH3:28])([CH3:27])[CH3:26])=[O:23])=[CH:3][CH:4]=3)=[CH:11][S:10][C:9]=2[CH:12]=1. The yield is 0.660.